The task is: Predict which catalyst facilitates the given reaction.. This data is from Catalyst prediction with 721,799 reactions and 888 catalyst types from USPTO. Reactant: CON(C)[C:4]([CH:6]1[CH2:11][CH2:10][N:9]([C:12]2[CH:17]=[CH:16][C:15]([Cl:18])=[CH:14][N:13]=2)[CH2:8][CH2:7]1)=[O:5].[Br-].O.Cl. Product: [Cl:18][C:15]1[CH:16]=[CH:17][C:12]([N:9]2[CH2:8][CH2:7][CH:6]([C:4](=[O:5])[CH2:8][CH2:7][CH:6]=[CH2:4])[CH2:11][CH2:10]2)=[N:13][CH:14]=1. The catalyst class is: 7.